This data is from Forward reaction prediction with 1.9M reactions from USPTO patents (1976-2016). The task is: Predict the product of the given reaction. (1) Given the reactants [NH2:1][CH2:2][C:3]1[N:4]=[C:5]([NH:8][C:9]([NH:11][C:12]2[CH:17]=[CH:16][C:15]([CH3:18])=[CH:14][C:13]=2[C:19]([CH:21]2[CH2:25][CH2:24][CH2:23][CH2:22]2)=[O:20])=[O:10])[S:6][CH:7]=1.[CH3:26][N:27]([CH3:32])[CH2:28][C:29](O)=[O:30], predict the reaction product. The product is: [CH:21]1([C:19]([C:13]2[CH:14]=[C:15]([CH3:18])[CH:16]=[CH:17][C:12]=2[NH:11][C:9](=[O:10])[NH:8][C:5]2[S:6][CH:7]=[C:3]([CH2:2][NH:1][C:29](=[O:30])[CH2:28][N:27]([CH3:32])[CH3:26])[N:4]=2)=[O:20])[CH2:25][CH2:24][CH2:23][CH2:22]1. (2) Given the reactants ClC(Cl)(Cl)C([N:5]1[CH2:10][CH2:9][N:8]([C:11]2[CH:16]=[C:15]([S:17]([N:20]3[C:28]4[C:23](=[CH:24][C:25]([Cl:29])=[CH:26][CH:27]=4)[C:22]([CH:30]([F:32])[F:31])=[CH:21]3)(=[O:19])=[O:18])[CH:14]=[CH:13][C:12]=2[O:33][CH3:34])[CH2:7][CH2:6]1)=O.[OH-].[K+], predict the reaction product. The product is: [Cl:29][C:25]1[CH:24]=[C:23]2[C:28](=[CH:27][CH:26]=1)[N:20]([S:17]([C:15]1[CH:14]=[CH:13][C:12]([O:33][CH3:34])=[C:11]([N:8]3[CH2:7][CH2:6][NH:5][CH2:10][CH2:9]3)[CH:16]=1)(=[O:19])=[O:18])[CH:21]=[C:22]2[CH:30]([F:31])[F:32]. (3) Given the reactants [Br-].[F:2][C:3]1[CH:28]=[CH:27][CH:26]=[C:25]([N+:29]([O-:31])=[O:30])[C:4]=1[CH2:5][P+](C1C=CC=CC=1)(C1C=CC=CC=1)C1C=CC=CC=1.C([O-])([O-])=O.[K+].[K+].C1OCCOCCOCCOCCOCCOC1.[CH:56]([C@H:58]1[CH2:62][O:61][C:60]([CH3:64])([CH3:63])[N:59]1[C:65]([O:67][C:68]([CH3:71])([CH3:70])[CH3:69])=[O:66])=O, predict the reaction product. The product is: [F:2][C:3]1[CH:28]=[CH:27][CH:26]=[C:25]([N+:29]([O-:31])=[O:30])[C:4]=1/[CH:5]=[CH:56]\[C@H:58]1[CH2:62][O:61][C:60]([CH3:63])([CH3:64])[N:59]1[C:65]([O:67][C:68]([CH3:69])([CH3:71])[CH3:70])=[O:66]. (4) Given the reactants [C:1]([CH2:4][CH2:5][C:6]([O:8][CH2:9][O:10][C:11](=[O:17])[CH2:12][CH2:13][C:14]([OH:16])=[O:15])=[O:7])([OH:3])=[O:2].[C:18]([O:21][CH2:22]Br)(=[O:20])[CH3:19], predict the reaction product. The product is: [C:18]([O:21][CH2:22][O:15][C:14](=[O:16])[CH2:13][CH2:12][C:11]([O:10][CH2:9][O:8][C:6](=[O:7])[CH2:5][CH2:4][C:1]([O:3][CH2:9][O:8][C:6](=[O:7])[CH3:5])=[O:2])=[O:17])(=[O:20])[CH3:19].